From a dataset of Forward reaction prediction with 1.9M reactions from USPTO patents (1976-2016). Predict the product of the given reaction. (1) Given the reactants [Br:1][C:2]1[C:3]([NH2:11])=[N:4][N:5]2[CH:10]=[CH:9][CH:8]=[N:7][C:6]=12.[F:12][C:13]1[CH:18]=[CH:17][C:16]([CH2:19][C:20](O)=[O:21])=[CH:15][CH:14]=1, predict the reaction product. The product is: [Br:1][C:2]1[C:3]([NH:11][C:20](=[O:21])[CH2:19][C:16]2[CH:17]=[CH:18][C:13]([F:12])=[CH:14][CH:15]=2)=[N:4][N:5]2[CH:10]=[CH:9][CH:8]=[N:7][C:6]=12. (2) Given the reactants [CH2:1]([O:8][C:9]1[CH:14]=[CH:13][C:12]([CH2:15][CH2:16][O:17][C:18]2[CH:19]=[C:20]([CH2:24][CH2:25][NH:26]C(=O)OC(C)(C)C)[CH:21]=[CH:22][CH:23]=2)=[CH:11][C:10]=1[C@@H:34]([C:44]1[CH:49]=[CH:48][CH:47]=[CH:46][CH:45]=1)[CH2:35][CH2:36][N:37]([CH:41]([CH3:43])[CH3:42])[CH:38]([CH3:40])[CH3:39])[C:2]1[CH:7]=[CH:6][CH:5]=[CH:4][CH:3]=1.Cl, predict the reaction product. The product is: [NH2:26][CH2:25][CH2:24][C:20]1[CH:19]=[C:18]([CH:23]=[CH:22][CH:21]=1)[O:17][CH2:16][CH2:15][C:12]1[CH:13]=[CH:14][C:9]([O:8][CH2:1][C:2]2[CH:7]=[CH:6][CH:5]=[CH:4][CH:3]=2)=[C:10]([C@@H:34]([C:44]2[CH:45]=[CH:46][CH:47]=[CH:48][CH:49]=2)[CH2:35][CH2:36][N:37]([CH:38]([CH3:40])[CH3:39])[CH:41]([CH3:43])[CH3:42])[CH:11]=1. (3) Given the reactants [C:1]([O:5][C:6]1[CH:14]=[CH:13][C:9]([C:10]([OH:12])=[O:11])=[CH:8][CH:7]=1)([CH3:4])([CH3:3])[CH3:2].[Li][CH:16](CC)C.CN(CCN(C)C)C.IC.CCOC(C)=O, predict the reaction product. The product is: [C:1]([O:5][C:6]1[CH:14]=[CH:13][C:9]([C:10]([OH:12])=[O:11])=[C:8]([CH3:16])[CH:7]=1)([CH3:4])([CH3:2])[CH3:3]. (4) Given the reactants [CH3:1][O:2][C:3]1[CH:4]=[C:5]2[C:9](=[CH:10][CH:11]=1)[CH:8]([C:12]([OH:14])=O)[CH2:7][CH2:6]2.[CH3:15][N:16]([CH3:34])[C:17]1[CH:22]=[CH:21][C:20]([CH2:23][NH:24][C:25]2[CH:30]=[CH:29][C:28]([CH:31]([CH3:33])[CH3:32])=[CH:27][CH:26]=2)=[CH:19][CH:18]=1, predict the reaction product. The product is: [CH3:15][N:16]([CH3:34])[C:17]1[CH:18]=[CH:19][C:20]([CH2:23][N:24]([C:25]2[CH:30]=[CH:29][C:28]([CH:31]([CH3:32])[CH3:33])=[CH:27][CH:26]=2)[C:12]([CH:8]2[C:9]3[C:5](=[CH:4][C:3]([O:2][CH3:1])=[CH:11][CH:10]=3)[CH2:6][CH2:7]2)=[O:14])=[CH:21][CH:22]=1. (5) Given the reactants [C:1]([C:3]1[CH:8]=[C:7]([CH2:9][CH:10]([CH3:16])[C:11]([O:13][CH2:14][CH3:15])=[O:12])[CH:6]=[CH:5][N:4]=1)#[N:2].[C:17](OC)(=[O:25])[C:18]1[C:19](=[CH:21][CH:22]=[CH:23][CH:24]=1)[SH:20].C(N(CC)CC)C.C(OC(C)C)(C)C, predict the reaction product. The product is: [CH3:16][CH:10]([CH2:9][C:7]1[CH:6]=[CH:5][N:4]=[C:3]([C:1]2[S:20][C:19]3[CH:21]=[CH:22][CH:23]=[CH:24][C:18]=3[C:17](=[O:25])[N:2]=2)[CH:8]=1)[C:11]([O:13][CH2:14][CH3:15])=[O:12]. (6) Given the reactants Cl.Cl.[NH2:3][CH:4]1[CH2:9][CH2:8][N:7]([CH2:10][CH2:11][N:12]2[C:21]3[C:16](=[CH:17][CH:18]=[C:19]([F:22])[CH:20]=3)[N:15]=[CH:14][C:13]2=[O:23])[CH2:6][CH2:5]1.[O:24]=[C:25]1[CH2:30][S:29][C:28]2[N:31]=[CH:32][C:33]([CH:35]=O)=[CH:34][C:27]=2[NH:26]1.[C:47]([O:46][BH-]([O:46][C:47](=[O:49])[CH3:48])[O:46][C:47](=[O:49])[CH3:48])(=[O:49])[CH3:48].[Na+].C(=O)(O)[O-].[Na+], predict the reaction product. The product is: [C:47]([OH:46])(=[O:49])/[CH:48]=[CH:14]/[C:13]([OH:23])=[O:24].[F:22][C:19]1[CH:20]=[C:21]2[C:16]([N:15]=[CH:14][C:13](=[O:23])[N:12]2[CH2:11][CH2:10][N:7]2[CH2:6][CH2:5][CH:4]([NH:3][CH2:35][C:33]3[CH:32]=[N:31][C:28]4[S:29][CH2:30][C:25](=[O:24])[NH:26][C:27]=4[CH:34]=3)[CH2:9][CH2:8]2)=[CH:17][CH:18]=1.